From a dataset of Reaction yield outcomes from USPTO patents with 853,638 reactions. Predict the reaction yield, written as a fraction of the theoretical maximum amount of product (1.0 means a 100% yield; for example, 0.34 means a 34% yield). (1) The reactants are [C:1]([N:5]1[C:9]([C:10]2[CH:15]=[CH:14][CH:13]=[CH:12][CH:11]=2)=[CH:8][C:7]([C:16]([O:18]CC)=O)=[N:6]1)([CH3:4])([CH3:3])[CH3:2].[NH3:21]. No catalyst specified. The product is [C:1]([N:5]1[C:9]([C:10]2[CH:15]=[CH:14][CH:13]=[CH:12][CH:11]=2)=[CH:8][C:7]([C:16]([NH2:21])=[O:18])=[N:6]1)([CH3:4])([CH3:3])[CH3:2]. The yield is 0.870. (2) The reactants are [F:1][C:2]([F:30])([F:29])[O:3][C:4]1[CH:9]=[CH:8][C:7]([N:10]2[CH:14]=[N:13][C:12]([C:15]3[CH:20]=[CH:19][C:18](/[C:21](/[CH3:28])=[CH:22]/[C:23]([O:25][CH2:26][CH3:27])=[O:24])=[CH:17][CH:16]=3)=[N:11]2)=[CH:6][CH:5]=1. The catalyst is [Pd].C(OCC)(=O)C. The product is [F:30][C:2]([F:1])([F:29])[O:3][C:4]1[CH:9]=[CH:8][C:7]([N:10]2[CH:14]=[N:13][C:12]([C:15]3[CH:20]=[CH:19][C:18]([CH:21]([CH3:28])[CH2:22][C:23]([O:25][CH2:26][CH3:27])=[O:24])=[CH:17][CH:16]=3)=[N:11]2)=[CH:6][CH:5]=1. The yield is 0.980. (3) The reactants are [F:1][C:2]1[CH:7]=[CH:6][C:5]([OH:8])=[CH:4][CH:3]=1.[OH-].[Na+].Br[CH2:12][CH:13]=[CH2:14]. The catalyst is C(Cl)Cl.[Br-].C([N+](CCCC)(CCCC)CCCC)CCC. The product is [CH2:14]([O:8][C:5]1[CH:6]=[CH:7][C:2]([F:1])=[CH:3][CH:4]=1)[CH:13]=[CH2:12]. The yield is 0.978. (4) The reactants are [NH2:1][C:2]1[CH:11]=[C:10]([Cl:12])[C:9]([I:13])=[CH:8][C:3]=1[C:4]([O:6]C)=O.[C:14]1([CH3:27])[CH:19]=[CH:18][CH:17]=[CH:16][C:15]=1[O:20][CH2:21][C:22](OCC)=[O:23].C[Si]([N-][Si](C)(C)C)(C)C.[K+]. The catalyst is C1COCC1. The product is [Cl:12][C:10]1[CH:11]=[C:2]2[C:3]([C:4]([OH:6])=[C:21]([O:20][C:15]3[CH:16]=[CH:17][CH:18]=[CH:19][C:14]=3[CH3:27])[C:22](=[O:23])[NH:1]2)=[CH:8][C:9]=1[I:13]. The yield is 0.750. (5) The reactants are [F:1][C:2]1([F:22])[CH2:7][CH2:6][N:5]([C:8]2[CH:17]=[CH:16][C:11]([C:12](=[N:14][OH:15])[NH2:13])=[CH:10][C:9]=2[C:18]([F:21])([F:20])[F:19])[CH2:4][CH2:3]1.[F:23][C:24]1[CH:32]=[CH:31][C:27]([C:28](Cl)=O)=[CH:26][CH:25]=1.N1C=CC=CC=1. The catalyst is C1(C)C=CC=CC=1. The product is [F:22][C:2]1([F:1])[CH2:7][CH2:6][N:5]([C:8]2[CH:17]=[CH:16][C:11]([C:12]3[N:13]=[C:28]([C:27]4[CH:31]=[CH:32][C:24]([F:23])=[CH:25][CH:26]=4)[O:15][N:14]=3)=[CH:10][C:9]=2[C:18]([F:19])([F:20])[F:21])[CH2:4][CH2:3]1. The yield is 0.500.